Dataset: Full USPTO retrosynthesis dataset with 1.9M reactions from patents (1976-2016). Task: Predict the reactants needed to synthesize the given product. (1) The reactants are: [O:1]=[C:2]([C:9]1[CH:14]=[CH:13][CH:12]=[CH:11][C:10]=1[CH3:15])[CH2:3][C:4]([O:6]CC)=O.[F:16][C:17]1[CH:22]=[CH:21][C:20]([F:23])=[CH:19][C:18]=1[C:24](=[N:26]O)[NH2:25]. Given the product [F:16][C:17]1[CH:22]=[CH:21][C:20]([F:23])=[CH:19][C:18]=1[C:24]1[N:26]=[C:4]([CH2:3][C:2]([C:9]2[CH:14]=[CH:13][CH:12]=[CH:11][C:10]=2[CH3:15])=[O:1])[O:6][N:25]=1, predict the reactants needed to synthesize it. (2) Given the product [F:1][C:2]1[CH:3]=[CH:4][CH:5]=[C:6]2[C:11]=1[O:10][CH2:9][CH2:8][C:7]2=[N:14][OH:15], predict the reactants needed to synthesize it. The reactants are: [F:1][C:2]1[CH:3]=[CH:4][CH:5]=[C:6]2[C:11]=1[O:10][CH2:9][CH2:8][C:7]2=O.Cl.[NH2:14][OH:15].C([O-])(=O)C.[Na+]. (3) Given the product [Cl:2][C:3]1[CH:8]=[CH:7][C:6]([N:9]([CH2:13][C:12]#[CH:11])[NH2:10])=[CH:5][CH:4]=1, predict the reactants needed to synthesize it. The reactants are: Cl.[Cl:2][C:3]1[CH:8]=[CH:7][C:6]([NH:9][NH2:10])=[CH:5][CH:4]=1.[CH2:11](Br)[C:12]#[CH:13].C1(C)C=CC=CC=1. (4) Given the product [ClH:23].[CH2:34]1[C:33]2[C:28](=[CH:29][CH:30]=[CH:31][CH:32]=2)[CH2:27][N:26]1[CH2:25][CH2:24][N:8]1[CH2:12][CH2:11][CH:10]([S:13]([C:16]2[CH:21]=[CH:20][C:19]([OH:22])=[CH:18][CH:17]=2)(=[O:15])=[O:14])[CH2:9]1, predict the reactants needed to synthesize it. The reactants are: FC(F)(F)C(O)=O.[NH:8]1[CH2:12][CH2:11][CH:10]([S:13]([C:16]2[CH:21]=[CH:20][C:19]([OH:22])=[CH:18][CH:17]=2)(=[O:15])=[O:14])[CH2:9]1.[Cl:23][CH2:24][CH2:25][N:26]1[CH2:34][C:33]2[C:28](=[CH:29][CH:30]=[CH:31][CH:32]=2)[CH2:27]1.